Dataset: Reaction yield outcomes from USPTO patents with 853,638 reactions. Task: Predict the reaction yield, written as a fraction of the theoretical maximum amount of product (1.0 means a 100% yield; for example, 0.34 means a 34% yield). (1) The reactants are [Cl:1][C:2]1[C:10]([N+:11]([O-:13])=[O:12])=[CH:9][CH:8]=[CH:7][C:3]=1C(O)=O.[Br:14]Br.C([O-])(O)=O.[Na+]. The catalyst is C(Cl)(Cl)(Cl)Cl. The product is [Br:14][C:3]1[CH:7]=[CH:8][CH:9]=[C:10]([N+:11]([O-:13])=[O:12])[C:2]=1[Cl:1]. The yield is 0.830. (2) The reactants are [C:1]([C:3]1[CH:12]=[CH:11][C:6]([C:7](OC)=[O:8])=[C:5]([CH3:13])[CH:4]=1)#[N:2].C1COCC1.[Cl-].[Cl-].[Ca+2].[BH4-].[Na+]. The product is [OH:8][CH2:7][C:6]1[CH:11]=[CH:12][C:3]([C:1]#[N:2])=[CH:4][C:5]=1[CH3:13]. The catalyst is O.C(O)C. The yield is 0.620. (3) The reactants are [C:1]([NH:4][C:5]1[CH:10]=[CH:9][C:8](B(O)O)=[CH:7][CH:6]=1)(=[O:3])[CH3:2].[NH2:14][C:15]1[N:16]=[C:17]([N:26]2[CH2:31][CH2:30][N:29]([C:32](=[O:42])[CH2:33][O:34][C:35]3[CH:40]=[CH:39][C:38]([Cl:41])=[CH:37][CH:36]=3)[CH2:28][CH2:27]2)[C:18]2[N:24]=[C:23](Cl)[CH:22]=[CH:21][C:19]=2[N:20]=1. No catalyst specified. The product is [NH2:14][C:15]1[N:16]=[C:17]([N:26]2[CH2:27][CH2:28][N:29]([C:32](=[O:42])[CH2:33][O:34][C:35]3[CH:40]=[CH:39][C:38]([Cl:41])=[CH:37][CH:36]=3)[CH2:30][CH2:31]2)[C:18]2[N:24]=[C:23]([C:8]3[CH:9]=[CH:10][C:5]([NH:4][C:1](=[O:3])[CH3:2])=[CH:6][CH:7]=3)[CH:22]=[CH:21][C:19]=2[N:20]=1. The yield is 0.480. (4) The reactants are [CH2:1]([C:5]1[C:14]([CH2:15][NH:16][C:17](=[O:23])[O:18][C:19]([CH3:22])([CH3:21])[CH3:20])=[C:13]([C:24]2[CH:29]=[CH:28][C:27]([CH3:30])=[CH:26][CH:25]=2)[C:12]2[C:7](=[CH:8][CH:9]=[C:10](OS(C(F)(F)F)(=O)=O)[CH:11]=2)[N:6]=1)[CH:2]([CH3:4])[CH3:3].C(N(CC)CC)C.C[OH:47].[C]=O.[O:50]1[CH2:54]CC[CH2:51]1. The catalyst is C1(P(C2C=CC=CC=2)[C-]2C=CC=C2)C=CC=CC=1.[C-]1(P(C2C=CC=CC=2)C2C=CC=CC=2)C=CC=C1.[Fe+2].C([O-])(=O)C.[Pd+2].C([O-])(=O)C.O. The product is [C:19]([O:18][C:17]([NH:16][CH2:15][C:14]1[C:5]([CH2:1][CH:2]([CH3:3])[CH3:4])=[N:6][C:7]2[C:12]([C:13]=1[C:24]1[CH:29]=[CH:28][C:27]([CH3:30])=[CH:26][CH:25]=1)=[CH:11][C:10]([C:51]([O:50][CH3:54])=[O:47])=[CH:9][CH:8]=2)=[O:23])([CH3:20])([CH3:22])[CH3:21]. The yield is 0.670. (5) The reactants are [CH3:1][C:2]1[NH:6][C:5]2[C:7]([C:17]([O:19][CH3:20])=[O:18])=[CH:8][C:9]([N:11]3[CH2:16][CH2:15][O:14][CH2:13][CH2:12]3)=[CH:10][C:4]=2[N:3]=1.Br[CH2:22][C:23]1[C:32]2[C:27](=[CH:28][CH:29]=[CH:30][CH:31]=2)[CH:26]=[CH:25][CH:24]=1.C([O-])([O-])=O.[K+].[K+]. The catalyst is O. The product is [CH3:1][C:2]1[N:3]([CH2:22][C:23]2[C:32]3[C:27](=[CH:28][CH:29]=[CH:30][CH:31]=3)[CH:26]=[CH:25][CH:24]=2)[C:4]2[CH:10]=[C:9]([N:11]3[CH2:12][CH2:13][O:14][CH2:15][CH2:16]3)[CH:8]=[C:7]([C:17]([O:19][CH3:20])=[O:18])[C:5]=2[N:6]=1. The yield is 0.740. (6) The reactants are O[CH2:2][C:3]1[CH:12]=[N:11][C:10]2[N:9]3[CH2:13][CH2:14][CH2:15][CH2:16][C@H:8]3[C:7](=[O:17])[NH:6][C:5]=2[CH:4]=1.[I-].C(C[P+](C)(C)C)#N.Cl.[F:27][C:28]1[CH:29]=[C:30]([CH:35]=[CH:36][C:37]=1[N:38]1[CH2:43][CH2:42][NH:41][CH2:40][CH2:39]1)[C:31]([NH:33][CH3:34])=[O:32].CCN(C(C)C)C(C)C. The catalyst is C(#N)CC.CS(C)=O. The product is [F:27][C:28]1[CH:29]=[C:30]([CH:35]=[CH:36][C:37]=1[N:38]1[CH2:39][CH2:40][N:41]([CH2:2][C:3]2[CH:12]=[N:11][C:10]3[N:9]4[CH2:13][CH2:14][CH2:15][CH2:16][C@H:8]4[C:7](=[O:17])[NH:6][C:5]=3[CH:4]=2)[CH2:42][CH2:43]1)[C:31]([NH:33][CH3:34])=[O:32]. The yield is 0.330. (7) The reactants are [F-].C([N+](CCCC)(CCCC)CCCC)CCC.[Si]([O:26][CH2:27][C:28]1[N:29]=[N:30][N:31]([CH2:63][Si](C)(C)C)[C:32]=1[C:33]1[CH:45]=[N:44][C:43]2[C:42]3[CH:41]=[CH:40][C:39]([C:46]([O:48][CH3:49])=[O:47])=[CH:38][C:37]=3[N:36]([C@H:50]([C:57]3[CH:62]=[CH:61][CH:60]=[CH:59][CH:58]=3)[CH:51]3[CH2:56][CH2:55][O:54][CH2:53][CH2:52]3)[C:35]=2[CH:34]=1)(C(C)(C)C)(C)C. The catalyst is C1COCC1. The product is [OH:26][CH2:27][C:28]1[N:29]=[N:30][N:31]([CH3:63])[C:32]=1[C:33]1[CH:45]=[N:44][C:43]2[C:42]3[CH:41]=[CH:40][C:39]([C:46]([O:48][CH3:49])=[O:47])=[CH:38][C:37]=3[N:36]([C@H:50]([C:57]3[CH:62]=[CH:61][CH:60]=[CH:59][CH:58]=3)[CH:51]3[CH2:52][CH2:53][O:54][CH2:55][CH2:56]3)[C:35]=2[CH:34]=1. The yield is 0.910. (8) The reactants are [Cl:1][C:2]1[N:7]=[C:6]([NH:8][C:9]2[CH:13]=[C:12]([CH:14]3[CH2:16][CH2:15]3)[NH:11][N:10]=2)[C:5]([CH2:17][OH:18])=[CH:4][N:3]=1.N1C=CN=C1.[CH3:24][C:25]([Si:28](Cl)([CH3:30])[CH3:29])([CH3:27])[CH3:26].O. The catalyst is C(Cl)Cl. The product is [Si:28]([O:18][CH2:17][C:5]1[C:6]([NH:8][C:9]2[CH:13]=[C:12]([CH:14]3[CH2:15][CH2:16]3)[NH:11][N:10]=2)=[N:7][C:2]([Cl:1])=[N:3][CH:4]=1)([C:25]([CH3:27])([CH3:26])[CH3:24])([CH3:30])[CH3:29]. The yield is 0.990.